Dataset: Peptide-MHC class I binding affinity with 185,985 pairs from IEDB/IMGT. Task: Regression. Given a peptide amino acid sequence and an MHC pseudo amino acid sequence, predict their binding affinity value. This is MHC class I binding data. (1) The peptide sequence is GYLTREWTERL. The MHC is H-2-Kd with pseudo-sequence H-2-Kd. The binding affinity (normalized) is 0.593. (2) The binding affinity (normalized) is 0.466. The peptide sequence is NLYRIGQSKV. The MHC is HLA-A02:01 with pseudo-sequence HLA-A02:01. (3) The peptide sequence is RRDYRRGL. The MHC is HLA-B54:01 with pseudo-sequence HLA-B54:01. The binding affinity (normalized) is 0. (4) The peptide sequence is FISSFLLPLT. The MHC is HLA-A02:06 with pseudo-sequence HLA-A02:06. The binding affinity (normalized) is 0.637.